This data is from Reaction yield outcomes from USPTO patents with 853,638 reactions. The task is: Predict the reaction yield, written as a fraction of the theoretical maximum amount of product (1.0 means a 100% yield; for example, 0.34 means a 34% yield). (1) The reactants are [C:1]1([OH:7])[CH:6]=[CH:5][CH:4]=[CH:3][CH:2]=1.Cl[C:9]([CH3:17])([CH2:11][C:12](Cl)(C)[CH2:13][CH3:14])[CH3:10].[Cl-].[Al+3].[Cl-].[Cl-].Cl[CH2:23]Cl. No catalyst specified. The product is [CH3:17][C:9]1([CH3:10])[CH2:11][CH2:12][C:13]([CH3:14])([CH3:23])[C:5]2[CH:6]=[C:1]([OH:7])[CH:2]=[CH:3][C:4]1=2. The yield is 0.830. (2) The reactants are Cl[C:2]1[O:3][C:4]([C:7]2[N:8]([C:17]([O:19][C:20]([CH3:23])([CH3:22])[CH3:21])=[O:18])[C:9]3[C:14]([CH:15]=2)=[CH:13][C:12]([F:16])=[CH:11][CH:10]=3)=[CH:5][N:6]=1.[NH2:24][C:25]1[CH:26]=[C:27]([NH:31][S:32]([CH3:35])(=[O:34])=[O:33])[CH:28]=[CH:29][CH:30]=1. The catalyst is CC(O)C. The product is [F:16][C:12]1[CH:13]=[C:14]2[C:9](=[CH:10][CH:11]=1)[N:8]([C:17]([O:19][C:20]([CH3:23])([CH3:22])[CH3:21])=[O:18])[C:7]([C:4]1[O:3][C:2]([NH:24][C:25]3[CH:30]=[CH:29][CH:28]=[C:27]([NH:31][S:32]([CH3:35])(=[O:34])=[O:33])[CH:26]=3)=[N:6][CH:5]=1)=[CH:15]2. The yield is 0.250. (3) The reactants are Cl.[CH2:2]([O:4][C:5]1[CH:10]=[CH:9][N:8]([C:11]2[CH:16]=[CH:15][C:14]([F:17])=[CH:13][CH:12]=2)[C:7](=[O:18])[C:6]=1[C:19]([O:21]CC)=[O:20])[CH3:3]. The catalyst is CCO. The product is [CH2:2]([O:4][C:5]1[CH:10]=[CH:9][N:8]([C:11]2[CH:16]=[CH:15][C:14]([F:17])=[CH:13][CH:12]=2)[C:7](=[O:18])[C:6]=1[C:19]([OH:21])=[O:20])[CH3:3]. The yield is 0.580.